This data is from Full USPTO retrosynthesis dataset with 1.9M reactions from patents (1976-2016). The task is: Predict the reactants needed to synthesize the given product. (1) Given the product [C:18]([O:17][C:14]1[CH:15]=[CH:16][C:11]([CH2:10][O:9][C:7]([NH:23][CH2:24][C:25]([O:27][CH2:28][CH3:29])=[O:26])=[O:8])=[CH:12][C:13]=1[O:21][CH3:22])(=[O:20])[CH3:19], predict the reactants needed to synthesize it. The reactants are: S=C1N([C:7]([O:9][CH2:10][C:11]2[CH:16]=[CH:15][C:14]([O:17][C:18](=[O:20])[CH3:19])=[C:13]([O:21][CH3:22])[CH:12]=2)=[O:8])CCS1.[NH2:23][CH2:24][C:25]([O:27][CH2:28][CH3:29])=[O:26].C(N(C(C)C)CC)(C)C.C(N(CC)CC)C. (2) Given the product [F:7][C:8]1[CH:9]=[C:10]([CH:13]=[C:14]([F:17])[C:15]=1[F:16])[CH2:11][N:4]1[CH:5]=[CH:6][C:2]([NH2:1])=[N:3]1, predict the reactants needed to synthesize it. The reactants are: [NH2:1][C:2]1[CH:6]=[CH:5][NH:4][N:3]=1.[F:7][C:8]1[CH:9]=[C:10]([CH:13]=[C:14]([F:17])[C:15]=1[F:16])[CH2:11]Br. (3) Given the product [F:1][CH:2]([F:11])[O:3][C:4]1[CH:5]=[CH:6][C:7]([NH:10][CH2:21][CH2:20][C:17]2[CH:16]=[CH:15][C:14]([C:13]([F:12])([F:24])[F:25])=[CH:19][CH:18]=2)=[CH:8][CH:9]=1, predict the reactants needed to synthesize it. The reactants are: [F:1][CH:2]([F:11])[O:3][C:4]1[CH:9]=[CH:8][C:7]([NH2:10])=[CH:6][CH:5]=1.[F:12][C:13]([F:25])([F:24])[C:14]1[CH:19]=[CH:18][C:17]([CH2:20][C:21](O)=O)=[CH:16][CH:15]=1. (4) Given the product [NH:1]1[C:5]2[CH:6]=[CH:7][C:8]([N:10]3[CH:21]([C:20]4[CH:23]=[CH:24][C:17]([N:14]5[CH2:15][CH2:16][S:11][CH2:12][CH2:13]5)=[CH:18][CH:19]=4)[C:28](=[O:27])[CH2:30][C:31]3=[O:32])=[CH:9][C:4]=2[N:3]=[CH:2]1, predict the reactants needed to synthesize it. The reactants are: [NH:1]1[C:5]2[CH:6]=[CH:7][C:8]([NH2:10])=[CH:9][C:4]=2[N:3]=[CH:2]1.[S:11]1[CH2:16][CH2:15][N:14]([C:17]2[CH:24]=[CH:23][C:20]([CH:21]=O)=[CH:19][CH:18]=2)[CH2:13][CH2:12]1.C([O:27][C:28]([CH2:30][C:31](O)=[O:32])=O)C.C(=O)(OC)OC(C)(C)C[N+]#[C-].CC(C)([O-])C.[Na+]. (5) Given the product [CH3:1][C:2]1[CH:3]=[CH:4][C:5]([O:15][CH2:16][C:17]2[CH:22]=[CH:21][C:20]([F:23])=[CH:19][CH:18]=2)=[C:6]([C:8]2[N:24]([C:25]3[CH:26]=[C:27]([C:35]([OH:37])=[O:36])[C:28]4[C:33]([CH:34]=3)=[CH:32][CH:31]=[CH:30][CH:29]=4)[C:11]([CH3:12])=[CH:10][CH:9]=2)[CH:7]=1, predict the reactants needed to synthesize it. The reactants are: [CH3:1][C:2]1[CH:3]=[CH:4][C:5]([O:15][CH2:16][C:17]2[CH:22]=[CH:21][C:20]([F:23])=[CH:19][CH:18]=2)=[C:6]([C:8](=O)[CH2:9][CH2:10][C:11](=O)[CH3:12])[CH:7]=1.[NH2:24][C:25]1[CH:26]=[C:27]([C:35]([OH:37])=[O:36])[C:28]2[C:33]([CH:34]=1)=[CH:32][CH:31]=[CH:30][CH:29]=2.CC1C=CC(S(O)(=O)=O)=CC=1. (6) Given the product [C:1]([O:5][C:6]([N:8]1[CH2:13][CH2:12][CH:11]([N:19]=[N+:20]=[N-:21])[CH2:10][CH2:9]1)=[O:7])([CH3:4])([CH3:3])[CH3:2], predict the reactants needed to synthesize it. The reactants are: [C:1]([O:5][C:6]([N:8]1[CH2:13][CH2:12][CH:11](OS(C)(=O)=O)[CH2:10][CH2:9]1)=[O:7])([CH3:4])([CH3:3])[CH3:2].[N-:19]=[N+:20]=[N-:21].[Na+].O. (7) Given the product [N:8]([CH:9]([C:11]1[N:12]=[CH:13][C:14]([F:17])=[CH:15][N:16]=1)[CH3:10])=[N+:37]=[N-:38], predict the reactants needed to synthesize it. The reactants are: FC1C(NC2C=C(C)NN=2)=NC([NH:8][C@H:9]([C:11]2[N:16]=[CH:15][C:14]([F:17])=[CH:13][N:12]=2)[CH3:10])=NC=1.C(N(CC)CC)C.CS(Cl)(=O)=O.[N-:37]=[N+:38]=[N-].[Na+].